Dataset: Forward reaction prediction with 1.9M reactions from USPTO patents (1976-2016). Task: Predict the product of the given reaction. (1) Given the reactants Cl[C:2]1[C:11]2=[N:12][N:13](CC3C=CC(OC)=CC=3)[CH:14]=[C:10]2[C:9]2[CH:8]=[C:7]([O:24][CH3:25])[CH:6]=[CH:5][C:4]=2[N:3]=1.[NH2:26][C:27]1[CH:32]=[CH:31][C:30]([NH:33][C:34](=[O:36])[CH3:35])=[CH:29][CH:28]=1.Cl, predict the reaction product. The product is: [CH3:25][O:24][C:7]1[CH:6]=[CH:5][C:4]2[N:3]=[C:2]([NH:26][C:27]3[CH:28]=[CH:29][C:30]([NH:33][C:34](=[O:36])[CH3:35])=[CH:31][CH:32]=3)[C:11]3=[N:12][NH:13][CH:14]=[C:10]3[C:9]=2[CH:8]=1. (2) Given the reactants FC(F)(F)C(O)=O.ClC1C=CC([CH:15]2N[C:18]([C:20]3C=CC(OC)=[CH:22][C:21]=3OCC)=[N:17][CH:16]2[CH:31]2CCCC2)=CC=1.[Cl:36][C:37]1[CH:42]=[CH:41][C:40]([CH:43]2[N:47]([C:48]([N:50]3[CH2:55]CN(C)C[CH2:51]3)=[O:49])[C:46]([C:57]3[CH:62]=[CH:61][C:60]([O:63][CH3:64])=[CH:59][C:58]=3[O:65][CH2:66][CH3:67])=[N:45][CH:44]2[CH2:68][CH:69]2[CH2:73][CH2:72][CH2:71]C2)=[CH:39][CH:38]=1, predict the reaction product. The product is: [Cl:36][C:37]1[CH:38]=[CH:39][C:40]([CH:43]2[N:47]([C:48]([N:50]3[CH2:55][CH2:31][CH:16]([N:17]4[CH2:22][CH2:21][CH2:20][CH2:18]4)[CH2:15][CH2:51]3)=[O:49])[C:46]([C:57]3[CH:62]=[CH:61][C:60]([O:63][CH3:64])=[CH:59][C:58]=3[O:65][CH2:66][CH3:67])=[N:45][CH:44]2[CH:68]2[CH2:69][CH2:73][CH2:72][CH2:71]2)=[CH:41][CH:42]=1.